This data is from Reaction yield outcomes from USPTO patents with 853,638 reactions. The task is: Predict the reaction yield, written as a fraction of the theoretical maximum amount of product (1.0 means a 100% yield; for example, 0.34 means a 34% yield). (1) The reactants are [CH3:1][N:2]1[CH2:7][CH2:6][NH:5][CH2:4][CH2:3]1.C([O-])([O-])=O.[K+].[K+].[CH2:14]1[O:22][CH:15]1[C:16]1[CH:21]=[CH:20][CH:19]=[CH:18][CH:17]=1. No catalyst specified. The product is [CH3:1][N:2]1[CH2:7][CH2:6][N:5]([CH2:14][CH:15]([C:16]2[CH:21]=[CH:20][CH:19]=[CH:18][CH:17]=2)[OH:22])[CH2:4][CH2:3]1. The yield is 0.310. (2) The reactants are Cl[C:2]1[CH:7]=[C:6]([O:8][C:9]2[C:14]([F:15])=[CH:13][C:12]([NH:16][C:17]([C:19]3([C:22]([NH:24][C:25]4[CH:30]=[CH:29][C:28]([F:31])=[CH:27][CH:26]=4)=[O:23])[CH2:21][CH2:20]3)=[O:18])=[C:11]([F:32])[CH:10]=2)[CH:5]=[CH:4][N:3]=1.[C:33]([NH2:36])(=[O:35])[CH3:34].C(=O)([O-])[O-].[Cs+].[Cs+].CC1(C)C2C(=C(P(C3C=CC=CC=3)C3C=CC=CC=3)C=CC=2)OC2C(P(C3C=CC=CC=3)C3C=CC=CC=3)=CC=CC1=2. The catalyst is O1CCOCC1.ClCCl.C([O-])(=O)C.[Pd+2].C([O-])(=O)C. The product is [C:33]([NH:36][C:2]1[CH:7]=[C:6]([O:8][C:9]2[C:14]([F:15])=[CH:13][C:12]([NH:16][C:17]([C:19]3([C:22]([NH:24][C:25]4[CH:26]=[CH:27][C:28]([F:31])=[CH:29][CH:30]=4)=[O:23])[CH2:20][CH2:21]3)=[O:18])=[C:11]([F:32])[CH:10]=2)[CH:5]=[CH:4][N:3]=1)(=[O:35])[CH3:34]. The yield is 0.830. (3) The reactants are [H-].[H-].[H-].[H-].[Li+].[Al+3].C(OC(C1NC2C(C=1)=C([N+]([O-])=O)C=CC=2)=O)C.C(O[C:27]([C:29]1[NH:30][C:31]2[C:36]([CH:37]=1)=[CH:35][CH:34]=[C:33]([N+:38]([O-])=O)[CH:32]=2)=O)C.[OH-].[Na+]. The catalyst is C1COCC1.O. The product is [CH3:27][C:29]1[NH:30][C:31]2[C:36]([CH:37]=1)=[CH:35][CH:34]=[C:33]([NH2:38])[CH:32]=2. The yield is 0.0800.